This data is from Catalyst prediction with 721,799 reactions and 888 catalyst types from USPTO. The task is: Predict which catalyst facilitates the given reaction. (1) Reactant: Cl.Cl.[NH2:3][CH:4]1[CH2:9][CH2:8][N:7]([CH2:10][C@H:11]2[N:22]3[C:23]4[C:14](=[C:15]([F:25])[CH:16]=[N:17][C:18]=4[CH:19]=[CH:20][C:21]3=[O:24])[O:13][CH2:12]2)[CH2:6][CH2:5]1.C(O)(=O)C.C([O-])(=O)C.[Na+].[O:35]1[C:44]2[CH:43]=[C:42]([CH:45]=O)[N:41]=[CH:40][C:39]=2[O:38][CH2:37][CH2:36]1. Product: [NH3:3].[CH3:12][OH:13].[O:35]1[C:44]2[CH:43]=[C:42]([CH2:45][NH:3][CH:4]3[CH2:5][CH2:6][N:7]([CH2:10][C@H:11]4[N:22]5[C:23]6[C:14](=[C:15]([F:25])[CH:16]=[N:17][C:18]=6[CH:19]=[CH:20][C:21]5=[O:24])[O:13][CH2:12]4)[CH2:8][CH2:9]3)[N:41]=[CH:40][C:39]=2[O:38][CH2:37][CH2:36]1. The catalyst class is: 5. (2) Reactant: [Cl:1][C:2]1[N:10]=[C:9]([CH3:11])[N:8]=[C:7]2[C:3]=1[N:4]=[C:5]([C:18]1[CH:23]=[CH:22][CH:21]=[CH:20][C:19]=1[Cl:24])[N:6]2[CH:12]1[CH2:17][CH2:16][O:15][CH2:14][CH2:13]1.[CH2:25]([N:27]1[CH2:32][CH2:31][NH:30][CH2:29][CH2:28]1)[CH3:26].C(N(CC)CC)C.Cl. Product: [ClH:1].[Cl:24][C:19]1[CH:20]=[CH:21][CH:22]=[CH:23][C:18]=1[C:5]1[N:6]([CH:12]2[CH2:17][CH2:16][O:15][CH2:14][CH2:13]2)[C:7]2[C:3]([N:4]=1)=[C:2]([N:30]1[CH2:31][CH2:32][N:27]([CH2:25][CH3:26])[CH2:28][CH2:29]1)[N:10]=[C:9]([CH3:11])[N:8]=2. The catalyst class is: 621. (3) Reactant: [F:1][C:2]1[CH:3]=[C:4]([C:8]2[N:13]=[CH:12][C:11]([C:14](Cl)=[O:15])=[CH:10][N:9]=2)[CH:5]=[CH:6][CH:7]=1.[CH3:17][S:18]([C:21]1[CH:22]=[C:23]2[C:27](=[CH:28][CH:29]=1)[N:26]([NH2:30])[CH:25]=[CH:24]2)(=[O:20])=[O:19].C([O-])([O-])=O.[K+].[K+]. Product: [CH3:17][S:18]([C:21]1[CH:22]=[C:23]2[C:27](=[CH:28][CH:29]=1)[N:26]([NH:30][C:14]([C:11]1[CH:10]=[N:9][C:8]([C:4]3[CH:5]=[CH:6][CH:7]=[C:2]([F:1])[CH:3]=3)=[N:13][CH:12]=1)=[O:15])[CH:25]=[CH:24]2)(=[O:20])=[O:19]. The catalyst class is: 161. (4) Reactant: Cl[C:2]1[CH:7]=[C:6]([O:8][CH2:9][C:10]#[C:11][CH3:12])[N:5]=[CH:4][N:3]=1.C(=O)([O-])[O-].[K+].[K+].[Cl:19][C:20]1[CH:25]=[C:24]([F:26])[CH:23]=[CH:22][C:21]=1[OH:27].[Cl-].[NH4+]. Product: [Cl:19][C:20]1[CH:25]=[C:24]([F:26])[CH:23]=[CH:22][C:21]=1[O:27][C:2]1[CH:7]=[C:6]([O:8][CH2:9][C:10]#[C:11][CH3:12])[N:5]=[CH:4][N:3]=1. The catalyst class is: 9.